This data is from TCR-epitope binding with 47,182 pairs between 192 epitopes and 23,139 TCRs. The task is: Binary Classification. Given a T-cell receptor sequence (or CDR3 region) and an epitope sequence, predict whether binding occurs between them. (1) The epitope is GPGHKARVL. The TCR CDR3 sequence is CASSEALRASGGIGELFF. Result: 1 (the TCR binds to the epitope). (2) The epitope is MLNIPSINV. The TCR CDR3 sequence is CASSFRGDTEAFF. Result: 1 (the TCR binds to the epitope). (3) The epitope is RQLLFVVEV. The TCR CDR3 sequence is CASGLPYEQYF. Result: 1 (the TCR binds to the epitope).